This data is from Full USPTO retrosynthesis dataset with 1.9M reactions from patents (1976-2016). The task is: Predict the reactants needed to synthesize the given product. (1) Given the product [CH2:13]([C:12]([C:17]1[CH:18]=[CH:19][C:20]2[O:24][C:23]([C:25]([NH:27][CH2:28][C:29]([OH:31])=[O:30])=[O:26])=[C:22]([CH3:32])[C:21]=2[CH:33]=1)([C:9]1[CH:10]=[CH:11][C:6]([O:5][CH2:4][CH:3]([OH:35])[C:2]([CH3:36])([CH3:37])[CH3:1])=[C:7]([CH3:34])[CH:8]=1)[CH2:15][CH3:16])[CH3:14], predict the reactants needed to synthesize it. The reactants are: [CH3:1][C:2]([CH3:37])([CH3:36])[C:3](=[O:35])[CH2:4][O:5][C:6]1[CH:11]=[CH:10][C:9]([C:12]([C:17]2[CH:18]=[CH:19][C:20]3[O:24][C:23]([C:25]([NH:27][CH2:28][C:29]([OH:31])=[O:30])=[O:26])=[C:22]([CH3:32])[C:21]=3[CH:33]=2)([CH2:15][CH3:16])[CH2:13][CH3:14])=[CH:8][C:7]=1[CH3:34].[BH4-].[Na+]. (2) Given the product [N:3]1[CH:4]=[CH:5][CH:6]=[CH:7][C:2]=1[NH:1][C:8]([N:33]1[CH2:34][CH2:35][CH:30]([N:29]([CH2:28][C:22]2[C:21]([CH3:20])=[CH:26][C:25]([CH3:27])=[CH:24][N:23]=2)[CH2:36][C:37]2[C:42]([CH:43]([CH3:45])[CH3:44])=[CH:41][CH:40]=[CH:39][N:38]=2)[CH2:31][CH2:32]1)=[O:9], predict the reactants needed to synthesize it. The reactants are: [NH2:1][C:2]1[CH:7]=[CH:6][CH:5]=[CH:4][N:3]=1.[C:8](N1C=CN=C1)(N1C=CN=C1)=[O:9].[CH3:20][C:21]1[C:22]([CH2:28][N:29]([CH2:36][C:37]2[C:42]([CH:43]([CH3:45])[CH3:44])=[CH:41][CH:40]=[CH:39][N:38]=2)[CH:30]2[CH2:35][CH2:34][NH:33][CH2:32][CH2:31]2)=[N:23][CH:24]=[C:25]([CH3:27])[CH:26]=1.C([O-])(O)=O.[Na+]. (3) The reactants are: Br[C:2]1[CH:3]=[CH:4][C:5]([CH2:16][CH3:17])=[C:6]([CH:8]2[C:13](=[O:14])[CH2:12][CH2:11][CH2:10][C:9]2=[O:15])[CH:7]=1.[I-:18].[Na+].C[Si](C)(C)N[Si](C)(C)C.CN(C)[C@@H]1CCCC[C@H]1N. Given the product [CH2:16]([C:5]1[CH:4]=[CH:3][C:2]([I:18])=[CH:7][C:6]=1[CH:8]1[C:13](=[O:14])[CH2:12][CH2:11][CH2:10][C:9]1=[O:15])[CH3:17], predict the reactants needed to synthesize it. (4) Given the product [OH:4][CH2:5][CH2:6][CH2:7][S:8]([NH:11][C:12]([C:14]1[CH:19]=[CH:18][C:17]([C:20]2[CH:21]=[CH:22][C:23]([CH2:26][CH2:27][CH2:28][N:29]([CH2:30][C@H:31]([OH:38])[C:32]3[CH:33]=[N:34][CH:35]=[CH:36][CH:37]=3)[C:39](=[O:40])[O:41][C:42]([CH3:45])([CH3:44])[CH3:43])=[CH:24][CH:25]=2)=[CH:16][C:15]=1[O:46][CH:47]([CH3:49])[CH3:48])=[O:13])(=[O:10])=[O:9], predict the reactants needed to synthesize it. The reactants are: C([O:4][CH2:5][CH2:6][CH2:7][S:8]([NH:11][C:12]([C:14]1[CH:19]=[CH:18][C:17]([C:20]2[CH:25]=[CH:24][C:23]([CH2:26][CH2:27][CH2:28][N:29]([C:39]([O:41][C:42]([CH3:45])([CH3:44])[CH3:43])=[O:40])[CH2:30][C@H:31]([OH:38])[C:32]3[CH:33]=[N:34][CH:35]=[CH:36][CH:37]=3)=[CH:22][CH:21]=2)=[CH:16][C:15]=1[O:46][CH:47]([CH3:49])[CH3:48])=[O:13])(=[O:10])=[O:9])(=O)C.[OH-].[Na+].